Predict which catalyst facilitates the given reaction. From a dataset of Catalyst prediction with 721,799 reactions and 888 catalyst types from USPTO. (1) Reactant: CN(C)/[CH:3]=[CH:4]/[C:5]([C:7]1[N:11]2[CH:12]=[CH:13][CH:14]=[CH:15][C:10]2=[N:9][CH:8]=1)=O.[NH2:17][C:18]([NH2:20])=[S:19].[CH3:21][O-].[Na+].CI. Product: [CH3:21][S:19][C:18]1[N:20]=[C:5]([C:7]2[N:11]3[CH:12]=[CH:13][CH:14]=[CH:15][C:10]3=[N:9][CH:8]=2)[CH:4]=[CH:3][N:17]=1. The catalyst class is: 51. (2) Reactant: [N:1]1[CH:6]=[CH:5][C:4]([C:7]2[N:15]3[C:10]([CH:11]=[CH:12][CH:13]=[CH:14]3)=[CH:9][C:8]=2[C:16]#[N:17])=[CH:3][CH:2]=1.C[Mg+].[Br-].[CH3:21]COCC.[BH4-].[Na+]. Product: [N:1]1[CH:2]=[CH:3][C:4]([C:7]2[N:15]3[C:10]([CH:11]=[CH:12][CH:13]=[CH:14]3)=[CH:9][C:8]=2[CH:16]([NH2:17])[CH3:21])=[CH:5][CH:6]=1. The catalyst class is: 36. (3) Reactant: [Cl:1][C:2]1[N:7]=[C:6]([Cl:8])[C:5]([C:9](Cl)=[O:10])=[CH:4][N:3]=1.[NH:12]([CH3:14])[CH3:13].CCN(CC)CC.O. Product: [CH3:13][N:12]([CH3:14])[C:9]([C:5]1[C:6]([Cl:8])=[N:7][C:2]([Cl:1])=[N:3][CH:4]=1)=[O:10]. The catalyst class is: 2. (4) Reactant: Br[CH:2]1[C:11](=O)[CH:10]([C:13]2[CH:18]=[CH:17][C:16]([F:19])=[CH:15][CH:14]=2)[CH2:9][C:4]2([O:8][CH2:7][CH2:6][O:5]2)[CH2:3]1.[Cl:20][C:21]1[N:22]=[CH:23][N:24]([C:26]2[CH:31]=[CH:30][C:29]([NH:32][C:33]([NH2:35])=[S:34])=[CH:28][C:27]=2[O:36][CH3:37])[CH:25]=1. Product: [Cl:20][C:21]1[N:22]=[CH:23][N:24]([C:26]2[CH:31]=[CH:30][C:29]([NH:32][C:33]3[S:34][C:2]4[CH2:3][C:4]5([O:8][CH2:7][CH2:6][O:5]5)[CH2:9][CH:10]([C:13]5[CH:18]=[CH:17][C:16]([F:19])=[CH:15][CH:14]=5)[C:11]=4[N:35]=3)=[CH:28][C:27]=2[O:36][CH3:37])[CH:25]=1. The catalyst class is: 653. (5) Product: [CH3:51][C:37]1[CH:38]=[C:39]([C:43]([N:45]2[CH2:50][CH2:49][O:48][CH2:47][CH2:46]2)=[O:44])[CH:40]=[C:41]([CH3:42])[C:36]=1[C:5]1[CH:4]=[CH:3][C:2]([F:1])=[C:10]2[C:6]=1[CH2:7][CH2:8][C@H:9]2[O:11][C:12]1[CH:25]=[CH:24][C:15]2[C@H:16]([CH2:19][C:20]([O:22][CH3:23])=[O:21])[CH2:17][O:18][C:14]=2[CH:13]=1. Reactant: [F:1][C:2]1[CH:3]=[CH:4][C:5](B2OC(C)(C)C(C)(C)O2)=[C:6]2[C:10]=1[C@H:9]([O:11][C:12]1[CH:25]=[CH:24][C:15]3[C@H:16]([CH2:19][C:20]([O:22][CH3:23])=[O:21])[CH2:17][O:18][C:14]=3[CH:13]=1)[CH2:8][CH2:7]2.I[C:36]1[C:41]([CH3:42])=[CH:40][C:39]([C:43]([N:45]2[CH2:50][CH2:49][O:48][CH2:47][CH2:46]2)=[O:44])=[CH:38][C:37]=1[CH3:51].[O-]P([O-])([O-])=O.[K+].[K+].[K+].C1(P(C2CCCCC2)C2C=CC=CC=2C2C(OC)=CC=CC=2OC)CCCCC1. The catalyst class is: 11.